Dataset: Reaction yield outcomes from USPTO patents with 853,638 reactions. Task: Predict the reaction yield, written as a fraction of the theoretical maximum amount of product (1.0 means a 100% yield; for example, 0.34 means a 34% yield). (1) The reactants are Br[C:2]1[CH:3]=[C:4]([NH:11][C:12](=[O:14])[CH3:13])[CH:5]=[C:6]([N+:8]([O-:10])=[O:9])[CH:7]=1.N#N.[CH3:17][O:18][C:19]1[CH:24]=[CH:23][C:22](B(O)O)=[CH:21][CH:20]=1.C(=O)([O-])[O-].[Na+].[Na+]. The catalyst is COCCOC.C1C=CC(P(C2C=CC=CC=2)[C-]2C=CC=C2)=CC=1.C1C=CC(P(C2C=CC=CC=2)[C-]2C=CC=C2)=CC=1.Cl[Pd]Cl.[Fe+2]. The product is [CH3:17][O:18][C:19]1[CH:24]=[CH:23][C:22]([C:2]2[CH:7]=[C:6]([N+:8]([O-:10])=[O:9])[CH:5]=[C:4]([NH:11][C:12](=[O:14])[CH3:13])[CH:3]=2)=[CH:21][CH:20]=1. The yield is 0.730. (2) The reactants are [N+]([C:4]1C=CC=CC=1O)([O-])=O.[Cl:11][C:12]1[C:17]([N+:18]([O-:20])=[O:19])=[CH:16][CH:15]=[CH:14][C:13]=1[OH:21].C(=O)([O-])[O-].[Cs+].[Cs+].CI. The catalyst is CN(C=O)C. The product is [Cl:11][C:12]1[C:17]([N+:18]([O-:20])=[O:19])=[CH:16][CH:15]=[CH:14][C:13]=1[O:21][CH3:4]. The yield is 0.980.